From a dataset of Full USPTO retrosynthesis dataset with 1.9M reactions from patents (1976-2016). Predict the reactants needed to synthesize the given product. (1) Given the product [Cl:21][C:22]1[CH:27]=[CH:26][CH:25]=[CH:24][C:23]=1[S:28]([NH:1][C@@H:2]1[CH2:6][CH2:5][N:4]([C:7]#[N:16])[CH2:3]1)(=[O:30])=[O:29], predict the reactants needed to synthesize it. The reactants are: [NH2:1][C@@H:2]1[CH2:6][CH2:5][N:4]([C:7](OC(C)(C)C)=O)[CH2:3]1.C([N:16](CC)CC)C.[Cl:21][C:22]1[CH:27]=[CH:26][CH:25]=[CH:24][C:23]=1[S:28](Cl)(=[O:30])=[O:29].CCN(C(C)C)C(C)C.BrC#N. (2) Given the product [Br:21][CH2:20][C:13]1[C:14]2[C:19](=[CH:18][CH:17]=[CH:16][CH:15]=2)[N:11]([S:1]([C:4]2[CH:5]=[CH:6][C:7]([CH3:8])=[CH:9][CH:10]=2)(=[O:2])=[O:3])[CH:12]=1, predict the reactants needed to synthesize it. The reactants are: [S:1]([N:11]1[C:19]2[C:14](=[CH:15][CH:16]=[CH:17][CH:18]=2)[C:13]([CH3:20])=[CH:12]1)([C:4]1[CH:10]=[CH:9][C:7]([CH3:8])=[CH:6][CH:5]=1)(=[O:3])=[O:2].[Br:21]N1C(=O)CCC1=O.N(C(C)(C)C#N)=NC(C)(C)C#N. (3) The reactants are: Br[CH2:2][C:3]([C:5]1[N:9]2[CH:10]=[CH:11][C:12]([CH3:14])=[CH:13][C:8]2=[N:7][C:6]=1[CH3:15])=O.Br.[CH:17]([O:20][C:21]1[CH:29]=[CH:28][C:24]([C:25]([NH2:27])=[O:26])=[CH:23][C:22]=1[NH:30][C:31]([NH2:33])=[S:32])([CH3:19])[CH3:18].N.CO. Given the product [CH3:15][C:6]1[N:7]=[C:8]2[CH:13]=[C:12]([CH3:14])[CH:11]=[CH:10][N:9]2[C:5]=1[C:3]1[N:33]=[C:31]([NH:30][C:22]2[CH:23]=[C:24]([CH:28]=[CH:29][C:21]=2[O:20][CH:17]([CH3:19])[CH3:18])[C:25]([NH2:27])=[O:26])[S:32][CH:2]=1, predict the reactants needed to synthesize it. (4) The reactants are: [NH2:1][C:2]1[C:11]([CH2:12][C:13]2[C:18]([O:19][CH3:20])=[CH:17][CH:16]=[CH:15][C:14]=2[OH:21])=[CH:10][C:9]2[C:4](=[CH:5][CH:6]=[CH:7][CH:8]=2)[N:3]=1.[C:22]1(P(C2C=CC=CC=2)C2C=CC=CC=2)C=CC=CC=1.CO.C(OC(N=NC(OC(C)C)=O)=O)(C)C. Given the product [CH3:20][O:19][C:18]1[CH:17]=[CH:16][CH:15]=[C:14]([O:21][CH3:22])[C:13]=1[CH2:12][C:11]1[C:2]([NH2:1])=[N:3][C:4]2[C:9]([CH:10]=1)=[CH:8][CH:7]=[CH:6][CH:5]=2, predict the reactants needed to synthesize it. (5) Given the product [CH:21]([C:18]1[CH:19]=[CH:20][C:15]([CH:12]2[C:11]3[C:24]([CH3:25])=[C:7]([NH:6][C:4](=[O:5])[CH2:3][C:2]([CH3:31])([CH3:30])[CH3:1])[C:8]([CH3:29])=[C:9]([C:33]4[S:34][CH:35]=[CH:36][N:37]=4)[C:10]=3[O:14][CH2:13]2)=[CH:16][CH:17]=1)([CH3:23])[CH3:22], predict the reactants needed to synthesize it. The reactants are: [CH3:1][C:2]([CH3:31])([CH3:30])[CH2:3][C:4]([NH:6][C:7]1[C:8]([CH3:29])=[C:9](B(O)O)[C:10]2[O:14][CH2:13][CH:12]([C:15]3[CH:20]=[CH:19][C:18]([CH:21]([CH3:23])[CH3:22])=[CH:17][CH:16]=3)[C:11]=2[C:24]=1[CH3:25])=[O:5].Br[C:33]1[S:34][CH:35]=[CH:36][N:37]=1.